Dataset: NCI-60 drug combinations with 297,098 pairs across 59 cell lines. Task: Regression. Given two drug SMILES strings and cell line genomic features, predict the synergy score measuring deviation from expected non-interaction effect. (1) Drug 1: CN1CCC(CC1)COC2=C(C=C3C(=C2)N=CN=C3NC4=C(C=C(C=C4)Br)F)OC. Drug 2: CCCCCOC(=O)NC1=NC(=O)N(C=C1F)C2C(C(C(O2)C)O)O. Cell line: T-47D. Synergy scores: CSS=9.31, Synergy_ZIP=-1.87, Synergy_Bliss=3.35, Synergy_Loewe=-2.08, Synergy_HSA=2.87. (2) Drug 1: CC1=CC2C(CCC3(C2CCC3(C(=O)C)OC(=O)C)C)C4(C1=CC(=O)CC4)C. Drug 2: CC1=C(C(=O)C2=C(C1=O)N3CC4C(C3(C2COC(=O)N)OC)N4)N. Cell line: A498. Synergy scores: CSS=20.8, Synergy_ZIP=-6.90, Synergy_Bliss=-2.37, Synergy_Loewe=-3.01, Synergy_HSA=-2.96. (3) Drug 1: CC12CCC3C(C1CCC2=O)CC(=C)C4=CC(=O)C=CC34C. Drug 2: CCN(CC)CCCC(C)NC1=C2C=C(C=CC2=NC3=C1C=CC(=C3)Cl)OC. Cell line: NCI/ADR-RES. Synergy scores: CSS=50.8, Synergy_ZIP=-2.98, Synergy_Bliss=-0.108, Synergy_Loewe=-2.82, Synergy_HSA=1.16. (4) Drug 1: C1=CC(=CC=C1CCC2=CNC3=C2C(=O)NC(=N3)N)C(=O)NC(CCC(=O)O)C(=O)O. Drug 2: CCCCCOC(=O)NC1=NC(=O)N(C=C1F)C2C(C(C(O2)C)O)O. Cell line: OVCAR-5. Synergy scores: CSS=21.7, Synergy_ZIP=-3.80, Synergy_Bliss=1.08, Synergy_Loewe=-20.0, Synergy_HSA=2.47.